Dataset: Forward reaction prediction with 1.9M reactions from USPTO patents (1976-2016). Task: Predict the product of the given reaction. (1) Given the reactants [C:1]([O:5][C:6](=[O:25])[N:7]([CH2:9][C:10]1[CH:14]=[C:13](Br)[N:12]([S:16]([C:19]2[CH:20]=[N:21][CH:22]=[CH:23][CH:24]=2)(=[O:18])=[O:17])[CH:11]=1)[CH3:8])([CH3:4])([CH3:3])[CH3:2].O.[F:27][C:28]1[CH:29]=[N:30][CH:31]=[CH:32][C:33]=1B(O)O.C(=O)([O-])O.[Na+].COCCOC, predict the reaction product. The product is: [C:1]([O:5][C:6](=[O:25])[N:7]([CH2:9][C:10]1[CH:14]=[C:13]([C:33]2[CH:32]=[CH:31][N:30]=[CH:29][C:28]=2[F:27])[N:12]([S:16]([C:19]2[CH:20]=[N:21][CH:22]=[CH:23][CH:24]=2)(=[O:18])=[O:17])[CH:11]=1)[CH3:8])([CH3:4])([CH3:3])[CH3:2]. (2) Given the reactants C[Si]([N-:5][Si](C)(C)C)(C)C.[Li+].[CH3:11][N:12]1[C:20]2[C:15](=[CH:16][CH:17]=[C:18]([C:21]#[N:22])[CH:19]=2)[C:14]([CH3:24])([CH3:23])[C:13]1=[O:25].Cl.[OH-].[Na+], predict the reaction product. The product is: [CH3:11][N:12]1[C:20]2[C:15](=[CH:16][CH:17]=[C:18]([C:21](=[NH:5])[NH2:22])[CH:19]=2)[C:14]([CH3:23])([CH3:24])[C:13]1=[O:25].